From a dataset of NCI-60 drug combinations with 297,098 pairs across 59 cell lines. Regression. Given two drug SMILES strings and cell line genomic features, predict the synergy score measuring deviation from expected non-interaction effect. (1) Drug 1: CC(C)(C#N)C1=CC(=CC(=C1)CN2C=NC=N2)C(C)(C)C#N. Drug 2: C1=NC(=NC(=O)N1C2C(C(C(O2)CO)O)O)N. Cell line: RXF 393. Synergy scores: CSS=19.2, Synergy_ZIP=-0.806, Synergy_Bliss=-2.01, Synergy_Loewe=-1.32, Synergy_HSA=-1.22. (2) Drug 1: C(CC(=O)O)C(=O)CN.Cl. Drug 2: C1=CN(C=N1)CC(O)(P(=O)(O)O)P(=O)(O)O. Cell line: OVCAR3. Synergy scores: CSS=7.17, Synergy_ZIP=-5.68, Synergy_Bliss=-1.20, Synergy_Loewe=-3.25, Synergy_HSA=-1.88. (3) Drug 1: C1CC(CCC1OC2=C(C(=CC=C2)Cl)F)(CC3=NC(=CC=C3)NC4=NC=CS4)C(=O)O. Drug 2: CC1=C(C(=CC=C1)Cl)NC(=O)C2=CN=C(S2)NC3=CC(=NC(=N3)C)N4CCN(CC4)CCO. Cell line: UACC62. Synergy scores: CSS=34.8, Synergy_ZIP=1.33, Synergy_Bliss=7.17, Synergy_Loewe=7.84, Synergy_HSA=9.81. (4) Drug 2: CC1=C(C=C(C=C1)NC(=O)C2=CC=C(C=C2)CN3CCN(CC3)C)NC4=NC=CC(=N4)C5=CN=CC=C5. Cell line: MDA-MB-435. Synergy scores: CSS=46.3, Synergy_ZIP=1.65, Synergy_Bliss=-2.61, Synergy_Loewe=-24.9, Synergy_HSA=-3.78. Drug 1: CN(CC1=CN=C2C(=N1)C(=NC(=N2)N)N)C3=CC=C(C=C3)C(=O)NC(CCC(=O)O)C(=O)O. (5) Drug 1: C1=C(C(=O)NC(=O)N1)N(CCCl)CCCl. Drug 2: C1=CC=C(C(=C1)C(C2=CC=C(C=C2)Cl)C(Cl)Cl)Cl. Cell line: OVCAR-5. Synergy scores: CSS=6.75, Synergy_ZIP=-6.18, Synergy_Bliss=0.569, Synergy_Loewe=-8.92, Synergy_HSA=0.203. (6) Drug 1: C1=CC=C(C(=C1)C(C2=CC=C(C=C2)Cl)C(Cl)Cl)Cl. Drug 2: N.N.Cl[Pt+2]Cl. Cell line: MCF7. Synergy scores: CSS=24.1, Synergy_ZIP=-2.66, Synergy_Bliss=1.96, Synergy_Loewe=-12.6, Synergy_HSA=-1.84.